Dataset: Full USPTO retrosynthesis dataset with 1.9M reactions from patents (1976-2016). Task: Predict the reactants needed to synthesize the given product. (1) Given the product [I:2][C:3]1[CH:4]=[C:5]([CH:8]=[CH:9][CH:10]=1)[CH2:6][NH:7][CH2:21][C:22]([O:24][CH2:25][CH3:26])=[O:23], predict the reactants needed to synthesize it. The reactants are: Cl.[I:2][C:3]1[CH:4]=[C:5]([CH:8]=[CH:9][CH:10]=1)[CH2:6][NH2:7].C(N(C(C)C)CC)(C)C.Br[CH2:21][C:22]([O:24][CH2:25][CH3:26])=[O:23].Cl. (2) Given the product [ClH:1].[CH2:24]([N:22]1[CH2:21][CH2:20][C:15]2[C:14]3[C:13](=[CH:12][N:11]([S:8]([C:2]4[CH:3]=[CH:4][CH:5]=[CH:6][CH:7]=4)(=[O:10])=[O:9])[C:19]=3[CH:18]=[CH:17][CH:16]=2)[CH2:23]1)[CH3:25], predict the reactants needed to synthesize it. The reactants are: [ClH:1].[C:2]1([S:8]([N:11]2[C:19]3[CH:18]=[CH:17][CH:16]=[C:15]4[CH2:20][CH2:21][NH:22][CH2:23][C:13]([C:14]=34)=[CH:12]2)(=[O:10])=[O:9])[CH:7]=[CH:6][CH:5]=[CH:4][CH:3]=1.[C:24](O[BH-](OC(=O)C)OC(=O)C)(=O)[CH3:25].[Na+].C(O)(=O)C.C(=O)C.Cl. (3) Given the product [Cl:1][C:2]1[CH:7]=[CH:6][C:5]([CH3:8])=[CH:4][C:3]=1[NH:9][C:10]1[N:15]2[N:16]=[CH:17][C:18]([S:19](=[O:20])(=[O:21])[NH:30][CH2:28][CH3:29])=[C:14]2[N:13]=[CH:12][C:11]=1[C:23]([O:25][CH2:26][CH3:27])=[O:24], predict the reactants needed to synthesize it. The reactants are: [Cl:1][C:2]1[CH:7]=[CH:6][C:5]([CH3:8])=[CH:4][C:3]=1[NH:9][C:10]1[N:15]2[N:16]=[CH:17][C:18]([S:19](O)(=[O:21])=[O:20])=[C:14]2[N:13]=[CH:12][C:11]=1[C:23]([O:25][CH2:26][CH3:27])=[O:24].[CH2:28]([NH2:30])[CH3:29]. (4) Given the product [CH3:17][Si:18]([CH3:25])([CH3:24])[CH2:19][CH2:20][O:21][CH2:22][N:15]1[C:14]2[C:9](=[CH:10][CH:11]=[CH:12][CH:13]=2)[C:8]2[CH2:7][CH2:6][NH:5][C:4](=[O:3])[C:16]1=2, predict the reactants needed to synthesize it. The reactants are: [H-].[Na+].[O:3]=[C:4]1[C:16]2[NH:15][C:14]3[C:9](=[CH:10][CH:11]=[CH:12][CH:13]=3)[C:8]=2[CH2:7][CH2:6][NH:5]1.[CH3:17][Si:18]([CH3:25])([CH3:24])[CH2:19][CH2:20][O:21][CH2:22]Cl. (5) Given the product [CH2:9]([O:6][CH2:5][CH:2]([OH:1])[CH:3]=[CH2:4])[C:10]1[CH:15]=[CH:14][CH:13]=[CH:12][CH:11]=1, predict the reactants needed to synthesize it. The reactants are: [OH:1][CH:2]([CH2:5][OH:6])[CH:3]=[CH2:4].[H-].[Na+].[CH2:9](Br)[C:10]1[CH:15]=[CH:14][CH:13]=[CH:12][CH:11]=1. (6) Given the product [CH:20]1([NH:26][C:17]([C:14]2([C:11]3[CH:10]=[CH:9][C:8]([S:5](/[CH:4]=[CH:3]/[C:1]#[N:2])(=[O:6])=[O:7])=[CH:13][CH:12]=3)[CH2:15][CH2:16]2)=[O:19])[CH2:25][CH2:24][CH2:23][CH2:22][CH2:21]1, predict the reactants needed to synthesize it. The reactants are: [C:1](/[CH:3]=[CH:4]/[S:5]([C:8]1[CH:13]=[CH:12][C:11]([C:14]2([C:17]([OH:19])=O)[CH2:16][CH2:15]2)=[CH:10][CH:9]=1)(=[O:7])=[O:6])#[N:2].[CH:20]1([NH2:26])[CH2:25][CH2:24][CH2:23][CH2:22][CH2:21]1.Cl.CN(C)CCCN=C=NCC.ON1C2C=CC=CC=2N=N1. (7) Given the product [NH:7]1[C:11]2[CH:12]=[CH:13][CH:14]=[CH:15][C:10]=2[N:9]=[C:8]1[C:16]([C:18]1[CH:23]=[CH:22][C:21]([O:24][C:26]2[C:31]([CH:32]3[CH2:33][CH2:34][CH2:35][C:1](=[O:4])[CH2:37][CH2:38]3)=[CH:30][CH:29]=[CH:28][N:27]=2)=[CH:20][CH:19]=1)=[O:17], predict the reactants needed to synthesize it. The reactants are: [C:1](=[O:4])([O-])[O-].[Cs+].[Cs+].[NH:7]1[C:11]2[CH:12]=[CH:13][CH:14]=[CH:15][C:10]=2[N:9]=[C:8]1[C:16]([C:18]1[CH:23]=[CH:22][C:21]([OH:24])=[CH:20][CH:19]=1)=[O:17].F[C:26]1[C:31]([CH:32]2[CH2:38][CH2:37]N[C:35](=O)[CH2:34][CH2:33]2)=[CH:30][CH:29]=[CH:28][N:27]=1. (8) The reactants are: [Br:1][C:2]1[CH:3]=[C:4]([NH2:10])[C:5]([NH:8][CH3:9])=[CH:6][CH:7]=1.[F:11][CH:12]([F:16])[C:13](O)=O. Given the product [Br:1][C:2]1[CH:7]=[CH:6][C:5]2[N:8]([CH3:9])[C:13]([CH:12]([F:16])[F:11])=[N:10][C:4]=2[CH:3]=1, predict the reactants needed to synthesize it. (9) Given the product [Cl:22][C:7]1[CH:8]=[CH:9][C:10]([CH2:12][NH:13][C@@H:14]([C:16]2[CH:21]=[CH:20][CH:19]=[CH:18][CH:17]=2)[CH3:15])=[CH:11][C:6]=1[NH:5][C:3](=[O:4])[CH2:2][N:23]1[CH2:27][CH2:26][CH2:25][CH2:24]1, predict the reactants needed to synthesize it. The reactants are: Cl[CH2:2][C:3]([NH:5][C:6]1[CH:11]=[C:10]([CH2:12][NH:13][C@@H:14]([C:16]2[CH:21]=[CH:20][CH:19]=[CH:18][CH:17]=2)[CH3:15])[CH:9]=[CH:8][C:7]=1[Cl:22])=[O:4].[NH:23]1[CH2:27][CH2:26][CH2:25][CH2:24]1. (10) Given the product [F:36][C:24]([F:23])([F:35])[C:25]1[CH:26]=[CH:27][C:28]([S:31]([N:1]2[CH2:2][CH2:3][NH:4][CH2:5][CH2:6]2)(=[O:33])=[O:32])=[CH:29][CH:30]=1, predict the reactants needed to synthesize it. The reactants are: [N:1]1(C(OC(C)(C)C)=O)[CH2:6][CH2:5][NH:4][CH2:3][CH2:2]1.CCN(C(C)C)C(C)C.[F:23][C:24]([F:36])([F:35])[C:25]1[CH:30]=[CH:29][C:28]([S:31](Cl)(=[O:33])=[O:32])=[CH:27][CH:26]=1.